This data is from Reaction yield outcomes from USPTO patents with 853,638 reactions. The task is: Predict the reaction yield, written as a fraction of the theoretical maximum amount of product (1.0 means a 100% yield; for example, 0.34 means a 34% yield). (1) The reactants are [C:1]([O:5][C:6]([NH:8][C@@H:9]1[CH2:14][CH2:13][CH2:12][CH2:11][C@H:10]1[NH:15][CH:16]1[CH2:21][CH2:20][CH2:19][N:18](C(OCC2C=CC=CC=2)=O)[CH2:17]1)=[O:7])([CH3:4])([CH3:3])[CH3:2]. The catalyst is CO.CC(O)=O.[Pd]. The product is [NH:18]1[CH2:19][CH2:20][CH2:21][CH:16]([NH:15][C@@H:10]2[CH2:11][CH2:12][CH2:13][CH2:14][C@H:9]2[NH:8][C:6](=[O:7])[O:5][C:1]([CH3:3])([CH3:2])[CH3:4])[CH2:17]1. The yield is 0.860. (2) The reactants are [O:1]=[C:2]([CH3:11])[CH2:3][C:4]([O:6][C:7]([CH3:10])(C)C)=[O:5].Br[CH2:13][C:14]([C:16]1[CH:21]=[CH:20][CH:19]=[C:18]([N+:22]([O-:24])=[O:23])[CH:17]=1)=[O:15].BrCC(C1C=CC=CC=1[N+]([O-])=O)=O. No catalyst specified. The product is [C:2]([CH:3]([CH2:13][C:14]([C:16]1[CH:21]=[CH:20][CH:19]=[C:18]([N+:22]([O-:24])=[O:23])[CH:17]=1)=[O:15])[C:4]([O:6][CH2:7][CH3:10])=[O:5])(=[O:1])[CH3:11]. The yield is 0.400. (3) The reactants are [OH:1][C:2]([C:26]1[S:27][CH:28]=[CH:29][CH:30]=1)([C:21]1[S:22][CH:23]=[CH:24][CH:25]=1)[C:3]([O:5][C@H:6]1[CH2:11][CH2:10][C@H:9]([N:12](C(OC(C)(C)C)=O)[CH3:13])[CH2:8][CH2:7]1)=[O:4].Cl. The catalyst is O1CCOCC1. The product is [OH:1][C:2]([C:21]1[S:22][CH:23]=[CH:24][CH:25]=1)([C:26]1[S:27][CH:28]=[CH:29][CH:30]=1)[C:3]([O:5][C@H:6]1[CH2:7][CH2:8][C@H:9]([NH:12][CH3:13])[CH2:10][CH2:11]1)=[O:4]. The yield is 0.780. (4) The reactants are C(O)(C(F)(F)F)=[O:2].C([O:12][C:13](=[O:44])[CH2:14][O:15][CH2:16][CH2:17][O:18][CH2:19][CH2:20][O:21][CH2:22][CH2:23][O:24][CH2:25][CH2:26][O:27][CH2:28][CH2:29][O:30][CH2:31][CH2:32][NH:33][C:34]([O:36][CH2:37][C:38]1[CH:43]=[CH:42][CH:41]=[CH:40][CH:39]=1)=[O:35])(C)(C)C. The catalyst is C(Cl)Cl. The product is [NH4+:33].[OH-:2].[CH2:37]([O:36][C:34]([NH:33][CH2:32][CH2:31][O:30][CH2:29][CH2:28][O:27][CH2:26][CH2:25][O:24][CH2:23][CH2:22][O:21][CH2:20][CH2:19][O:18][CH2:17][CH2:16][O:15][CH2:14][C:13]([OH:44])=[O:12])=[O:35])[C:38]1[CH:39]=[CH:40][CH:41]=[CH:42][CH:43]=1. The yield is 0.300. (5) The reactants are O[CH2:2][CH2:3][CH2:4][O:5][C:6]1[CH:15]=[C:14]2[C:9]([CH2:10][CH2:11][C:12]([CH2:21][CH3:22])([C:16]([O:18][CH2:19][CH3:20])=[O:17])[O:13]2)=[CH:8][CH:7]=1.C1(P(C2C=CC=CC=2)C2C=CC=CC=2)C=CC=CC=1.C(Br)(Br)(Br)[Br:43]. The catalyst is CC#N. The product is [Br:43][CH2:2][CH2:3][CH2:4][O:5][C:6]1[CH:15]=[C:14]2[C:9]([CH2:10][CH2:11][C:12]([CH2:21][CH3:22])([C:16]([O:18][CH2:19][CH3:20])=[O:17])[O:13]2)=[CH:8][CH:7]=1. The yield is 0.960. (6) The reactants are [CH3:1][O:2][C:3]1[CH:4]=[C:5]2[C:9](=[CH:10][CH:11]=1)[NH:8][C:7](=[O:12])[C:6]2=O.[C:14]([CH2:16][C:17]([O:19][CH3:20])=[O:18])#[N:15]. No catalyst specified. The product is [C:14](/[C:16](=[C:6]1/[C:7](=[O:12])[NH:8][C:9]2[C:5]/1=[CH:4][C:3]([O:2][CH3:1])=[CH:11][CH:10]=2)/[C:17]([O:19][CH3:20])=[O:18])#[N:15]. The yield is 0.880. (7) The reactants are C1C=C(Cl)C=C(C(OO)=[O:9])C=1.[Cl:12][C:13]1[C:14]2[C@H:21]([CH3:22])[CH2:20][CH2:19][C:15]=2[N:16]=[CH:17][N:18]=1.[O-]S([O-])(=S)=O.[Na+].[Na+].C([O-])([O-])=O.[Na+].[Na+]. The catalyst is C(Cl)(Cl)Cl.O. The product is [Cl:12][C:13]1[N:18]=[CH:17][N+:16]([O-:9])=[C:15]2[CH2:19][CH2:20][C@@H:21]([CH3:22])[C:14]=12. The yield is 0.530. (8) The reactants are [NH2:1][C:2]([C:4]1[CH:5]=[N:6][C:7]2[C:12]([C:13]=1[NH:14][C:15]1[CH:16]=[C:17]([CH:23]=[CH:24][CH:25]=1)[C:18]([O:20][CH2:21][CH3:22])=[O:19])=[CH:11][CH:10]=[C:9](Br)[CH:8]=2)=[O:3].[CH3:27][N:28]1[C:32](B(O)O)=[CH:31][N:30]=[C:29]1[CH3:36]. The catalyst is CS(C)=O.C1C=CC([P]([Pd]([P](C2C=CC=CC=2)(C2C=CC=CC=2)C2C=CC=CC=2)([P](C2C=CC=CC=2)(C2C=CC=CC=2)C2C=CC=CC=2)[P](C2C=CC=CC=2)(C2C=CC=CC=2)C2C=CC=CC=2)(C2C=CC=CC=2)C2C=CC=CC=2)=CC=1. The product is [NH2:1][C:2]([C:4]1[CH:5]=[N:6][C:7]2[C:12]([C:13]=1[NH:14][C:15]1[CH:16]=[C:17]([CH:23]=[CH:24][CH:25]=1)[C:18]([O:20][CH2:21][CH3:22])=[O:19])=[CH:11][CH:10]=[C:9]([C:32]1[N:28]([CH3:27])[C:29]([CH3:36])=[N:30][CH:31]=1)[CH:8]=2)=[O:3]. The yield is 0.350. (9) The reactants are [Cl:1][C:2]1[CH:7]=[CH:6][C:5]([C:8]2([CH3:17])[CH2:13][CH:12]([CH2:14][OH:15])[CH2:11][CH2:10][CH:9]2[OH:16])=[CH:4][C:3]=1[C:18]([F:21])([F:20])[F:19].N1C=CN=C1.[C:27]([Si:31]([C:39]1[CH:44]=[CH:43][CH:42]=[CH:41][CH:40]=1)([C:33]1[CH:38]=[CH:37][CH:36]=[CH:35][CH:34]=1)Cl)([CH3:30])([CH3:29])[CH3:28]. The yield is 0.730. The product is [Si:31]([O:15][CH2:14][CH:12]1[CH2:11][CH2:10][CH:9]([OH:16])[C:8]([C:5]2[CH:6]=[CH:7][C:2]([Cl:1])=[C:3]([C:18]([F:19])([F:20])[F:21])[CH:4]=2)([CH3:17])[CH2:13]1)([C:27]([CH3:30])([CH3:29])[CH3:28])([C:39]1[CH:40]=[CH:41][CH:42]=[CH:43][CH:44]=1)[C:33]1[CH:38]=[CH:37][CH:36]=[CH:35][CH:34]=1. The catalyst is CN(C=O)C.C(OCC)(=O)C. (10) The reactants are [C:1]([O:4][CH2:5][C:6]([CH3:36])([CH3:35])[CH2:7][N:8]1[C:14]2[CH:15]=[CH:16][C:17]([Cl:19])=[CH:18][C:13]=2[C@@H:12]([C:20]2[CH:25]=[CH:24][CH:23]=[C:22]([O:26][CH3:27])[C:21]=2[O:28][CH3:29])[O:11][C@H:10]([CH2:30][C:31](O)=[O:32])[C:9]1=[O:34])(=[O:3])[CH3:2].C(N(CC)CC)C.ClC(OCC(C)C)=O.Cl.[NH2:53][C:54]1[C:62]2[O:61][C:60]([C:63]([O:65][CH2:66][CH3:67])=[O:64])=[CH:59][C:58]=2[CH:57]=[C:56]([Cl:68])[CH:55]=1.N1C=CC=CC=1. The catalyst is CN(C)C=O.O. The product is [C:1]([O:4][CH2:5][C:6]([CH3:36])([CH3:35])[CH2:7][N:8]1[C:14]2[CH:15]=[CH:16][C:17]([Cl:19])=[CH:18][C:13]=2[C@@H:12]([C:20]2[CH:25]=[CH:24][CH:23]=[C:22]([O:26][CH3:27])[C:21]=2[O:28][CH3:29])[O:11][C@H:10]([CH2:30][C:31]([NH:53][C:54]2[C:62]3[O:61][C:60]([C:63]([O:65][CH2:66][CH3:67])=[O:64])=[CH:59][C:58]=3[CH:57]=[C:56]([Cl:68])[CH:55]=2)=[O:32])[C:9]1=[O:34])(=[O:3])[CH3:2]. The yield is 0.810.